Dataset: Full USPTO retrosynthesis dataset with 1.9M reactions from patents (1976-2016). Task: Predict the reactants needed to synthesize the given product. (1) Given the product [F:19][C:11]1[CH:12]=[C:13]([N+:16]([O-:18])=[O:17])[CH:14]=[CH:15][C:10]=1[N:3]1[CH2:4][C@@H:5]([CH3:8])[NH:6][CH2:7][C@@H:2]1[CH3:1], predict the reactants needed to synthesize it. The reactants are: [CH3:1][C@H:2]1[CH2:7][NH:6][C@H:5]([CH3:8])[CH2:4][NH:3]1.F[C:10]1[CH:15]=[CH:14][C:13]([N+:16]([O-:18])=[O:17])=[CH:12][C:11]=1[F:19]. (2) The reactants are: [NH2:1][C:2]1[C:3]([Cl:22])=[C:4]([CH:19]=[CH:20][CH:21]=1)[C:5]([NH:7][CH2:8][C:9]12[CH2:18][CH:13]3[CH2:14][CH:15]([CH2:17][CH:11]([CH2:12]3)[CH2:10]1)[CH2:16]2)=[O:6].[Cl:23][CH2:24][CH:25]=O.C([BH3-])#N.[Na+].Cl. Given the product [Cl:22][C:3]1[C:2]([NH:1][CH2:25][CH2:24][Cl:23])=[CH:21][CH:20]=[CH:19][C:4]=1[C:5]([NH:7][CH2:8][C:9]12[CH2:18][CH:13]3[CH2:14][CH:15]([CH2:17][CH:11]([CH2:12]3)[CH2:10]1)[CH2:16]2)=[O:6], predict the reactants needed to synthesize it. (3) Given the product [C:10]([O:14][C:15]([N:17]1[CH:22]2[CH2:23][CH2:24][CH:18]1[CH2:19][C:20](=[C:25]([C:26]#[N:27])[C:28]([NH:42][S:39]([C:33]1[C:32]([Br:31])=[C:36]([Cl:37])[S:35][C:34]=1[Cl:38])(=[O:40])=[O:41])=[O:30])[CH2:21]2)=[O:16])([CH3:11])([CH3:12])[CH3:13], predict the reactants needed to synthesize it. The reactants are: CCN(C(C)C)C(C)C.[C:10]([O:14][C:15]([N:17]1[CH:22]2[CH2:23][CH2:24][CH:18]1[CH2:19][C:20](=[C:25]([C:28]([OH:30])=O)[C:26]#[N:27])[CH2:21]2)=[O:16])([CH3:13])([CH3:12])[CH3:11].[Br:31][C:32]1[C:33]([S:39]([NH2:42])(=[O:41])=[O:40])=[C:34]([Cl:38])[S:35][C:36]=1[Cl:37]. (4) Given the product [CH3:35][C:34]([CH3:36])=[CH:33][CH2:32][N:29]1[CH2:30][CH2:31][CH:26]([NH:25][C:24]([CH:22]2[CH2:23][N:20]([C:13]3[N:14]4[C:18]([N:19]=[C:11]5[CH2:10][CH2:9][NH:8][CH2:39][CH2:38][C:12]=35)=[CH:17][CH:16]=[N:15]4)[CH2:21]2)=[O:37])[CH2:27][CH2:28]1, predict the reactants needed to synthesize it. The reactants are: C(OC([N:8]1[CH2:39][CH2:38][C:12]2=[C:13]([N:20]3[CH2:23][CH:22]([C:24](=[O:37])[NH:25][CH:26]4[CH2:31][CH2:30][N:29]([CH2:32][CH:33]=[C:34]([CH3:36])[CH3:35])[CH2:28][CH2:27]4)[CH2:21]3)[N:14]3[C:18]([N:19]=[C:11]2[CH2:10][CH2:9]1)=[CH:17][CH:16]=[N:15]3)=O)(C)(C)C.C(O)(C(F)(F)F)=O. (5) Given the product [C:1]1([S:7][C:8]2[CH:16]=[CH:17][CH:18]=[CH:13][N:14]=2)[CH:6]=[CH:5][CH:4]=[CH:3][CH:2]=1, predict the reactants needed to synthesize it. The reactants are: [C:1]1([S:7][C:8](Cl)(Cl)Cl)[CH:6]=[CH:5][CH:4]=[CH:3][CH:2]=1.Cl[C:13]1[CH:18]=[CH:17][CH:16]=C[N:14]=1. (6) Given the product [CH2:1]([O:4][C@@H:5]1[C@@H:10]([O:11][CH3:12])[C@H:9]([CH3:13])[O:8][C@@H:7]([O:14][C:15](=[O:42])[N:16]([CH2:46][CH3:47])[C:17]2[CH:22]=[CH:21][C:20]([C:23]3[N:27]=[CH:26][N:25]([C:28]4[CH:33]=[CH:32][C:31]([O:34][C:35]([F:41])([F:40])[C:36]([F:38])([F:37])[F:39])=[CH:30][CH:29]=4)[N:24]=3)=[CH:19][CH:18]=2)[C@@H:6]1[O:43][CH3:44])[CH2:2][CH3:3], predict the reactants needed to synthesize it. The reactants are: [CH2:1]([O:4][C@@H:5]1[C@@H:10]([O:11][CH3:12])[C@H:9]([CH3:13])[O:8][C@@H:7]([O:14][C:15](=[O:42])[NH:16][C:17]2[CH:22]=[CH:21][C:20]([C:23]3[N:27]=[CH:26][N:25]([C:28]4[CH:33]=[CH:32][C:31]([O:34][C:35]([F:41])([F:40])[C:36]([F:39])([F:38])[F:37])=[CH:30][CH:29]=4)[N:24]=3)=[CH:19][CH:18]=2)[C@@H:6]1[O:43][CH3:44])[CH2:2][CH3:3].I[CH2:46][CH3:47]. (7) Given the product [C:19]([O:18][C:16](=[O:17])[NH:15][C@H:8]([CH2:7][C:4]1[CH:5]=[CH:6][C:1]([C:23]2[CH:28]=[CH:27][CH:26]=[CH:25][CH:24]=2)=[CH:2][CH:3]=1)[CH2:9][C@@H:10]([CH3:14])[C:11]([NH:33][S:30]([CH3:29])(=[O:32])=[O:31])=[O:12])([CH3:22])([CH3:21])[CH3:20], predict the reactants needed to synthesize it. The reactants are: [C:1]1([C:23]2[CH:28]=[CH:27][CH:26]=[CH:25][CH:24]=2)[CH:6]=[CH:5][C:4]([CH2:7][C@@H:8]([NH:15][C:16]([O:18][C:19]([CH3:22])([CH3:21])[CH3:20])=[O:17])[CH2:9][C@@H:10]([CH3:14])[C:11](O)=[O:12])=[CH:3][CH:2]=1.[CH3:29][S:30]([NH2:33])(=[O:32])=[O:31].CCN=C=NCCCN(C)C.Cl.ON1C2N=CC=CC=2N=N1.CCN(C(C)C)C(C)C.